From a dataset of Full USPTO retrosynthesis dataset with 1.9M reactions from patents (1976-2016). Predict the reactants needed to synthesize the given product. (1) Given the product [Cl:40][C:41]1[CH:46]=[C:45]([F:47])[CH:44]=[CH:43][C:42]=1[NH:48][C:7]([C:3]1[C:2]([F:1])=[CH:6][NH:5][N:4]=1)=[O:9].[Cl:40][C:41]1[CH:46]=[C:45]([F:47])[CH:44]=[CH:43][C:42]=1[NH:48][C:15]([C:12]1[CH:13]=[CH:14][NH:10][N:11]=1)=[O:17], predict the reactants needed to synthesize it. The reactants are: [F:1][C:2]1[C:3]([C:7]([OH:9])=O)=[N:4][NH:5][CH:6]=1.[NH:10]1[CH:14]=[CH:13][C:12]([C:15]([OH:17])=O)=[N:11]1.CN(C(ON1N=NC2C=CC=CC1=2)=[N+](C)C)C.[B-](F)(F)(F)F.[Cl:40][C:41]1[CH:46]=[C:45]([F:47])[CH:44]=[CH:43][C:42]=1[NH2:48].CCN(C(C)C)C(C)C.[Na+].[Cl-]. (2) Given the product [CH2:1]([O:8][C:9]1[C:10](=[O:16])[N:11]([CH3:17])[CH:12]=[C:13]([Br:15])[CH:14]=1)[C:2]1[CH:7]=[CH:6][CH:5]=[CH:4][CH:3]=1, predict the reactants needed to synthesize it. The reactants are: [CH2:1]([O:8][C:9]1[C:10](=[O:16])[NH:11][CH:12]=[C:13]([Br:15])[CH:14]=1)[C:2]1[CH:7]=[CH:6][CH:5]=[CH:4][CH:3]=1.[C:17]([O-])([O-])=O.[Cs+].[Cs+].IC. (3) Given the product [C:24]([NH:28][C:21]([C:11]1[CH:10]=[C:9]([C:6]2[CH:5]=[CH:4][C:3]([O:2][CH3:1])=[CH:8][N:7]=2)[N:13]([C:14]2[CH:15]=[N:16][C:17]([CH3:20])=[CH:18][CH:19]=2)[N:12]=1)=[O:22])([CH3:27])([CH3:26])[CH3:25], predict the reactants needed to synthesize it. The reactants are: [CH3:1][O:2][C:3]1[CH:4]=[CH:5][C:6]([C:9]2[N:13]([C:14]3[CH:15]=[N:16][C:17]([CH3:20])=[CH:18][CH:19]=3)[N:12]=[C:11]([C:21](O)=[O:22])[CH:10]=2)=[N:7][CH:8]=1.[C:24]([NH2:28])([CH3:27])([CH3:26])[CH3:25]. (4) Given the product [Cl:1][C:2]1[CH:3]=[C:4]([NH:9][C:10]2[C:19]3[C:14](=[CH:15][C:16]([O:21][CH3:22])=[C:17]([O:20][CH2:30][CH2:31][CH2:32][N:33]4[CH2:38][CH2:37][C:36]5=[N:39][O:40][C:41]([CH3:42])=[C:35]5[CH2:34]4)[CH:18]=3)[N:13]=[CH:12][N:11]=2)[CH:5]=[CH:6][C:7]=1[F:8], predict the reactants needed to synthesize it. The reactants are: [Cl:1][C:2]1[CH:3]=[C:4]([NH:9][C:10]2[C:19]3[C:14](=[CH:15][C:16]([O:21][CH3:22])=[C:17]([OH:20])[CH:18]=3)[N:13]=[CH:12][N:11]=2)[CH:5]=[CH:6][C:7]=1[F:8].C([O-])([O-])=O.[K+].[K+].Cl[CH2:30][CH2:31][CH2:32][N:33]1[CH2:38][CH2:37][C:36]2=[N:39][O:40][C:41]([CH3:42])=[C:35]2[CH2:34]1.